This data is from Full USPTO retrosynthesis dataset with 1.9M reactions from patents (1976-2016). The task is: Predict the reactants needed to synthesize the given product. (1) Given the product [Cl:12][C:10]1[CH:11]=[C:2]([NH:1][CH2:32][C:31]2[NH:30][CH:29]=[N:28][C:27]=2[CH:24]([CH3:26])[CH3:25])[CH:3]=[C:4]2[C:9]=1[N:8]=[CH:7][C:6]([C:13]#[N:14])=[C:5]2[NH:15][C:16]1[CH:21]=[CH:20][C:19]([F:22])=[C:18]([Cl:23])[CH:17]=1, predict the reactants needed to synthesize it. The reactants are: [NH2:1][C:2]1[CH:3]=[C:4]2[C:9](=[C:10]([Cl:12])[CH:11]=1)[N:8]=[CH:7][C:6]([C:13]#[N:14])=[C:5]2[NH:15][C:16]1[CH:21]=[CH:20][C:19]([F:22])=[C:18]([Cl:23])[CH:17]=1.[CH:24]([C:27]1[N:28]=[CH:29][NH:30][C:31]=1[CH:32]=O)([CH3:26])[CH3:25].[BH3-]C#N.[Na+]. (2) Given the product [CH3:1][C:2]1[C:3]([C:13]2[CH:25]=[CH:24][C:16]([O:17][CH2:18][C:19]([OH:21])=[O:20])=[CH:15][CH:14]=2)=[N:4][O:5][C:6]=1[C:7]1[CH:8]=[CH:9][CH:10]=[CH:11][CH:12]=1, predict the reactants needed to synthesize it. The reactants are: [CH3:1][C:2]1[C:3]([C:13]2[CH:25]=[CH:24][C:16]([O:17][CH2:18][C:19]([O:21]CC)=[O:20])=[CH:15][CH:14]=2)=[N:4][O:5][C:6]=1[C:7]1[CH:12]=[CH:11][CH:10]=[CH:9][CH:8]=1.C1COCC1.O.[OH-].[Li+]. (3) Given the product [F:25][C:19]1[CH:20]=[C:21]([CH:22]=[CH:23][C:18]=1[O:17][C:16]1[CH:15]=[CH:14][N:13]=[C:12]2[N:8]([CH2:7][C:6]3[CH:27]=[CH:28][C:3]([O:2][CH3:1])=[CH:4][CH:5]=3)[N:9]=[C:10]([C:34]3[N:30]([CH3:29])[CH:31]=[N:32][CH:33]=3)[C:11]=12)[NH2:24], predict the reactants needed to synthesize it. The reactants are: [CH3:1][O:2][C:3]1[CH:28]=[CH:27][C:6]([CH2:7][N:8]2[C:12]3=[N:13][CH:14]=[CH:15][C:16]([O:17][C:18]4[CH:23]=[CH:22][C:21]([NH2:24])=[CH:20][C:19]=4[F:25])=[C:11]3[C:10](I)=[N:9]2)=[CH:5][CH:4]=1.[CH3:29][N:30]1[C:34]([Sn](CCCC)(CCCC)CCCC)=[CH:33][N:32]=[CH:31]1. (4) Given the product [CH3:1][O:2][C:3]1[CH:4]=[C:5]([CH:10]=[CH:11][C:12]=1[N:13]1[CH:17]=[C:16]([CH3:18])[N:15]=[CH:14]1)[C:6]([OH:8])=[O:7], predict the reactants needed to synthesize it. The reactants are: [CH3:1][O:2][C:3]1[CH:4]=[C:5]([CH:10]=[CH:11][C:12]=1[N:13]1[CH:17]=[C:16]([CH3:18])[N:15]=[CH:14]1)[C:6]([O:8]C)=[O:7].Cl.O. (5) The reactants are: [NH2:1][CH:2]1[CH2:7][CH2:6][N:5]([C:8]([O:10][C:11]([CH3:14])([CH3:13])[CH3:12])=[O:9])[CH2:4][CH2:3]1.[F:15][C:16]1[CH:21]=[CH:20][C:19]([N:22]=[C:23]=[O:24])=[CH:18][CH:17]=1.O. Given the product [F:15][C:16]1[CH:21]=[CH:20][C:19]([NH:22][C:23](=[O:24])[NH:1][CH:2]2[CH2:3][CH2:4][N:5]([C:8]([O:10][C:11]([CH3:14])([CH3:13])[CH3:12])=[O:9])[CH2:6][CH2:7]2)=[CH:18][CH:17]=1, predict the reactants needed to synthesize it. (6) The reactants are: C([O:3][C:4]([C:6]1[C:7]([F:17])=[CH:8][C:9]2[S:14][CH2:13][C:12](=[O:15])[NH:11][C:10]=2[CH:16]=1)=[O:5])C.[OH-].[Na+].Cl. Given the product [F:17][C:7]1[C:6]([C:4]([OH:5])=[O:3])=[CH:16][C:10]2[NH:11][C:12](=[O:15])[CH2:13][S:14][C:9]=2[CH:8]=1, predict the reactants needed to synthesize it. (7) Given the product [CH2:19]([O:26][C:27]1[CH:28]=[C:29]2[C:34](=[CH:35][C:36]=1[O:37][CH3:38])[N:33]=[CH:32][CH:31]=[C:30]2[O:12][C:10]1[CH:9]=[CH:8][C:4]2[NH:5][CH2:6][CH2:7][O:2][C:3]=2[CH:11]=1)[C:20]1[CH:25]=[CH:24][CH:23]=[CH:22][CH:21]=1, predict the reactants needed to synthesize it. The reactants are: Cl.[O:2]1[CH2:7][CH2:6][NH:5][C:4]2[CH:8]=[CH:9][C:10]([OH:12])=[CH:11][C:3]1=2.C(=O)([O-])[O-].[Cs+].[Cs+].[CH2:19]([O:26][C:27]1[CH:28]=[C:29]2[C:34](=[CH:35][C:36]=1[O:37][CH3:38])[N:33]=[CH:32][CH:31]=[C:30]2Cl)[C:20]1[CH:25]=[CH:24][CH:23]=[CH:22][CH:21]=1.